From a dataset of Reaction yield outcomes from USPTO patents with 853,638 reactions. Predict the reaction yield, written as a fraction of the theoretical maximum amount of product (1.0 means a 100% yield; for example, 0.34 means a 34% yield). (1) The reactants are [F:1][C:2]1[CH:7]=[CH:6][C:5]([N:8]2[C:12]3([CH2:17][CH2:16][NH:15][CH2:14][CH2:13]3)[C:11](=[O:18])[N:10]([CH2:19][C:20]3[CH:32]=[CH:31][CH:30]=[CH:29][C:21]=3[C:22]([O:24][C:25]([CH3:28])([CH3:27])[CH3:26])=[O:23])[CH2:9]2)=[CH:4][CH:3]=1.[I-].[Na+].C(=O)([O-])[O-].[K+].[K+].Cl[CH2:42][CH2:43][CH2:44][N:45]1[C:53]2[C:48](=[CH:49][CH:50]=[CH:51][CH:52]=2)[C:47]2([CH2:55][CH2:54]2)[C:46]1=[O:56]. The catalyst is CC(=O)CC. The product is [F:1][C:2]1[CH:7]=[CH:6][C:5]([N:8]2[C:12]3([CH2:13][CH2:14][N:15]([CH2:42][CH2:43][CH2:44][N:45]4[C:53]5[C:48](=[CH:49][CH:50]=[CH:51][CH:52]=5)[C:47]5([CH2:55][CH2:54]5)[C:46]4=[O:56])[CH2:16][CH2:17]3)[C:11](=[O:18])[N:10]([CH2:19][C:20]3[CH:32]=[CH:31][CH:30]=[CH:29][C:21]=3[C:22]([O:24][C:25]([CH3:28])([CH3:26])[CH3:27])=[O:23])[CH2:9]2)=[CH:4][CH:3]=1. The yield is 0.440. (2) The catalyst is CO.[Ni]. The yield is 0.350. The product is [NH2:20][C:11]1[CH:12]=[C:13]([NH:16][C:17](=[O:19])[CH3:18])[CH:14]=[CH:15][C:10]=1[C:7]([CH3:9])([CH3:8])[CH2:6][O:5][CH2:4][CH2:3][O:2][CH3:1]. The reactants are [CH3:1][O:2][CH2:3][CH2:4][O:5][CH2:6][C:7]([C:10]1[CH:15]=[CH:14][C:13]([NH:16][C:17](=[O:19])[CH3:18])=[CH:12][C:11]=1[N+:20]([O-])=O)([CH3:9])[CH3:8]. (3) The reactants are [CH2:1]([NH:3][C:4](=[O:36])[NH:5][C:6]1[CH:11]=[CH:10][C:9]([C:12]2[N:13]=[C:14]([N:28]3[CH2:33][CH2:32][O:31][CH2:30][C@@H:29]3[CH3:34])[C:15]3[CH2:20][N:19](C(OC(C)(C)C)=O)[CH2:18][C:16]=3[N:17]=2)=[CH:8][C:7]=1[F:35])[CH3:2].[ClH:37].CO. The catalyst is O1CCOCC1. The product is [ClH:37].[CH2:1]([NH:3][C:4]([NH:5][C:6]1[CH:11]=[CH:10][C:9]([C:12]2[N:13]=[C:14]([N:28]3[CH2:33][CH2:32][O:31][CH2:30][C@@H:29]3[CH3:34])[C:15]3[CH2:20][NH:19][CH2:18][C:16]=3[N:17]=2)=[CH:8][C:7]=1[F:35])=[O:36])[CH3:2]. The yield is 1.00. (4) The reactants are [OH:1][CH:2]([C:6]1[CH:11]=[CH:10][C:9]([C:12]2[N:16]=[C:15]([C:17]3[O:21][N:20]=[C:19]([C:22]4[CH:27]=[CH:26][CH:25]=[CH:24][CH:23]=4)[C:18]=3[C:28]([F:31])([F:30])[F:29])[O:14][N:13]=2)=[CH:8][CH:7]=1)[C:3](O)=[O:4].[NH2:32][C@@H:33]([CH3:36])[C:34]#[N:35].CN(C(ON1N=NC2C=CC=NC1=2)=[N+](C)C)C.F[P-](F)(F)(F)(F)F.CN1CCOCC1. The catalyst is CN(C=O)C. The product is [C:34]([C@@H:33]([NH:32][C:3](=[O:4])[CH:2]([OH:1])[C:6]1[CH:7]=[CH:8][C:9]([C:12]2[N:16]=[C:15]([C:17]3[O:21][N:20]=[C:19]([C:22]4[CH:23]=[CH:24][CH:25]=[CH:26][CH:27]=4)[C:18]=3[C:28]([F:30])([F:31])[F:29])[O:14][N:13]=2)=[CH:10][CH:11]=1)[CH3:36])#[N:35]. The yield is 0.321. (5) The reactants are Cl[C:2]1[C:7]([N+:8]([O-:10])=[O:9])=[CH:6][CH:5]=[C:4]([O:11][CH3:12])[N:3]=1.[CH3:13][O:14][CH2:15][CH2:16][NH:17][CH2:18][CH2:19][O:20][CH3:21]. The catalyst is C(O)C. The product is [CH3:13][O:14][CH2:15][CH2:16][N:17]([CH2:18][CH2:19][O:20][CH3:21])[C:2]1[C:7]([N+:8]([O-:10])=[O:9])=[CH:6][CH:5]=[C:4]([O:11][CH3:12])[N:3]=1. The yield is 0.906. (6) The reactants are C1N(S(F)(F)[F:8])CCOC1.[Br:11][C:12]1[CH:13]=[CH:14][C:15]2[N:16]([CH2:26][CH:27](O)[CH2:28][N:29]([C:37]3[CH:42]=[CH:41][CH:40]=[C:39]([O:43][CH2:44]C)[CH:38]=3)[S:30]([C:33]([F:36])([F:35])[F:34])(=[O:32])=[O:31])[C:17]3[C:22]([C:23]=2[CH:24]=1)=[CH:21][C:20]([Br:25])=[CH:19][CH:18]=3.C(=O)(O)[O-]. The catalyst is C(Cl)Cl. The product is [Br:25][C:20]1[CH:19]=[CH:18][C:17]2[N:16]([CH2:26][CH:27]([F:8])[CH2:28][N:29]([C:37]3[CH:42]=[CH:41][CH:40]=[C:39]([O:43][CH3:44])[CH:38]=3)[S:30]([C:33]([F:34])([F:35])[F:36])(=[O:32])=[O:31])[C:15]3[C:23]([C:22]=2[CH:21]=1)=[CH:24][C:12]([Br:11])=[CH:13][CH:14]=3. The yield is 1.00. (7) The reactants are [Cl:1][C:2]1[CH:3]=[CH:4][C:5]([CH2:8][O:9][C:10]2[CH:15]=[CH:14][NH:13][C:12](=[O:16])[CH:11]=2)=[N:6][CH:7]=1.[NH2:17][C:18]1[CH:23]=[CH:22][C:21](I)=[CH:20][N:19]=1.C([O-])([O-])=O.[K+].[K+].OC1C=CC=C2C=1N=CC=C2. The catalyst is CN(C=O)C.[Cu]I. The product is [Cl:1][C:2]1[CH:3]=[CH:4][C:5]([CH2:8][O:9][C:10]2[CH:15]=[CH:14][N:13]([C:21]3[CH:20]=[N:19][C:18]([NH2:17])=[CH:23][CH:22]=3)[C:12](=[O:16])[CH:11]=2)=[N:6][CH:7]=1. The yield is 0.719.